Task: Predict the reactants needed to synthesize the given product.. Dataset: Full USPTO retrosynthesis dataset with 1.9M reactions from patents (1976-2016) Given the product [NH2:1][C:2]1[N:3]=[CH:4][C:5](/[CH:11]=[C:10](\[CH3:12])/[C:9]([O:14][CH2:15][CH3:16])=[O:13])=[CH:6][CH:7]=1, predict the reactants needed to synthesize it. The reactants are: [NH2:1][C:2]1[CH:7]=[CH:6][C:5](Br)=[CH:4][N:3]=1.[C:9]([O:14][CH2:15][CH3:16])(=[O:13])[C:10]([CH3:12])=[CH2:11].CCN(C(C)C)C(C)C.C1(C)C=CC=CC=1P(C1C=CC=CC=1C)C1C=CC=CC=1C.